Dataset: Forward reaction prediction with 1.9M reactions from USPTO patents (1976-2016). Task: Predict the product of the given reaction. (1) Given the reactants [C:1]([OH:9])(=[O:8])[C:2]1[CH:7]=[CH:6][CH:5]=[CH:4][CH:3]=1.[CH2:10](O)[CH2:11][CH2:12][CH2:13][CH2:14][OH:15].C1(C)C=CC(S(O)(=O)=O)=CC=1, predict the reaction product. The product is: [C:1]([O:9][CH2:10][CH2:11][CH2:12][CH2:13][CH2:14][OH:15])(=[O:8])[C:2]1[CH:7]=[CH:6][CH:5]=[CH:4][CH:3]=1. (2) Given the reactants [N-:1]=[N+:2]=[N-:3].[Na+].Cl[C:6]1[N:7]=[C:8]2[CH:22]=[C:21]([Cl:23])[CH:20]=[N:19][C:9]2=[N:10][C:11]=1[N:12]1[CH2:17][CH2:16][N:15]([CH3:18])[CH2:14][CH2:13]1, predict the reaction product. The product is: [Cl:23][C:21]1[CH:20]=[N:19][C:9]2[N:10]=[C:11]([N:12]3[CH2:17][CH2:16][N:15]([CH3:18])[CH2:14][CH2:13]3)[C:6]3[N:1]([N:2]=[N:3][N:7]=3)[C:8]=2[CH:22]=1. (3) Given the reactants [Si:1]([O:8][CH:9]([CH2:16][CH3:17])[CH2:10][CH:11](O)[C:12]([CH3:14])=[CH2:13])([C:4]([CH3:7])([CH3:6])[CH3:5])([CH3:3])[CH3:2].C(O)(=O)CC.[C:23](OCC)([O:28]CC)([O:25][CH2:26][CH3:27])[CH3:24], predict the reaction product. The product is: [Si:1]([O:8][CH:9]([CH2:16][CH3:17])[CH2:10]/[CH:11]=[C:12](\[CH3:14])/[CH2:13][CH2:24][C:23]([O:25][CH2:26][CH3:27])=[O:28])([C:4]([CH3:7])([CH3:6])[CH3:5])([CH3:3])[CH3:2]. (4) Given the reactants [S:1]1[C:5]([C:6]2[C:14]3[C:9](=[CH:10][CH:11]=[C:12]([C:15](N)=[O:16])[CH:13]=3)[N:8](C3CCCCO3)[N:7]=2)=[CH:4][C:3]2[CH:24]=[CH:25][CH:26]=[CH:27][C:2]1=2.Cl.[OH-:29].[Na+].[CH3:31]O, predict the reaction product. The product is: [S:1]1[C:5]([C:6]2[C:14]3[C:9](=[CH:10][CH:11]=[C:12]([C:15]([O:29][CH3:31])=[O:16])[CH:13]=3)[NH:8][N:7]=2)=[CH:4][C:3]2[CH:24]=[CH:25][CH:26]=[CH:27][C:2]1=2.